From a dataset of Catalyst prediction with 721,799 reactions and 888 catalyst types from USPTO. Predict which catalyst facilitates the given reaction. (1) Reactant: C([O:8][C:9](=[O:32])[C@@H:10]1[CH2:14][CH2:13][CH2:12][N:11]1[C:15](=[O:31])[CH:16]([CH:27]([CH2:29][CH3:30])[CH3:28])[NH:17][C:18](=[O:26])[CH2:19][C:20]1[CH:25]=[CH:24][CH:23]=[CH:22][CH:21]=1)C1C=CC=CC=1.[H][H]. Product: [C:20]1([CH2:19][C:18]([NH:17][CH:16]([C:15]([N:11]2[CH2:12][CH2:13][CH2:14][C@H:10]2[C:9]([OH:32])=[O:8])=[O:31])[CH:27]([CH2:29][CH3:30])[CH3:28])=[O:26])[CH:21]=[CH:22][CH:23]=[CH:24][CH:25]=1. The catalyst class is: 129. (2) Reactant: C1COCC1.[CH3:6][O:7][C:8]1[CH:13]=[CH:12][C:11]([CH:14]2[CH2:19][NH:18][CH2:17][CH2:16][NH:15]2)=[CH:10][CH:9]=1.[C:20](O[C:20]([O:22][C:23]([CH3:26])([CH3:25])[CH3:24])=[O:21])([O:22][C:23]([CH3:26])([CH3:25])[CH3:24])=[O:21]. Product: [CH3:6][O:7][C:8]1[CH:9]=[CH:10][C:11]([CH:14]2[NH:15][CH2:16][CH2:17][N:18]([C:20]([O:22][C:23]([CH3:26])([CH3:25])[CH3:24])=[O:21])[CH2:19]2)=[CH:12][CH:13]=1. The catalyst class is: 11. (3) Reactant: [Cl:1][C:2]1[C:3]([O:22][C:23]([F:32])([F:31])[CH:24]([F:30])[O:25][C:26]([F:29])([F:28])[F:27])=[N:4][N:5]([C:8]2[CH:13]=[C:12]([S:14][CH2:15][C:16]([F:19])([F:18])[F:17])[C:11]([CH3:20])=[CH:10][C:9]=2[F:21])[C:6]=1[Cl:7].ClC1C=CC=C(C(OO)=[O:41])C=1. Product: [Cl:1][C:2]1[C:3]([O:22][C:23]([F:32])([F:31])[CH:24]([F:30])[O:25][C:26]([F:27])([F:28])[F:29])=[N:4][N:5]([C:8]2[CH:13]=[C:12]([S:14]([CH2:15][C:16]([F:19])([F:18])[F:17])=[O:41])[C:11]([CH3:20])=[CH:10][C:9]=2[F:21])[C:6]=1[Cl:7]. The catalyst class is: 22. (4) Reactant: [Cl:1][C:2]1[CH:3]=[C:4]([C:10]2([C:34]([F:37])([F:36])[F:35])[CH2:14][C:13]([C:15]3[CH:20]=[CH:19][C:18]([C@@H:21]([N:23]4C(=O)C5C(=CC=CC=5)C4=O)[CH3:22])=[CH:17][CH:16]=3)=[CH:12][O:11]2)[CH:5]=[C:6]([Cl:9])[C:7]=1[Cl:8].O.NN. Product: [Cl:9][C:6]1[CH:5]=[C:4]([C:10]2([C:34]([F:35])([F:37])[F:36])[CH2:14][C:13]([C:15]3[CH:16]=[CH:17][C:18]([C@@H:21]([NH2:23])[CH3:22])=[CH:19][CH:20]=3)=[CH:12][O:11]2)[CH:3]=[C:2]([Cl:1])[C:7]=1[Cl:8]. The catalyst class is: 8. (5) Reactant: [CH3:1][O:2][C:3]1C=C(N2C(=O)C3C(=CC=CC=3C)N=C2C(NC2N=CN=C3C=2N=CN3COCC[Si](C)(C)C)C)C=C[CH:8]=1.Cl.[OH:42][C:43]1[CH:44]=[C:45]([N:49]2[C:58](=[O:59])[C:57]3[C:52](=[CH:53][CH:54]=[CH:55][C:56]=3[CH3:60])[N:51]=[C:50]2[CH:61]([NH:63][C:64]2[N:72]=[CH:71][N:70]=[C:69]3[C:65]=2[N:66]=[CH:67][NH:68]3)[CH3:62])[CH:46]=[CH:47][CH:48]=1. Product: [CH3:1][O:2][CH2:3][CH2:8][O:42][C:43]1[CH:44]=[C:45]([N:49]2[C:58](=[O:59])[C:57]3[C:52](=[CH:53][CH:54]=[CH:55][C:56]=3[CH3:60])[N:51]=[C:50]2[CH:61]([NH:63][C:64]2[N:72]=[CH:71][N:70]=[C:69]3[C:65]=2[N:66]=[CH:67][NH:68]3)[CH3:62])[CH:46]=[CH:47][CH:48]=1. The catalyst class is: 5. (6) The catalyst class is: 5. Product: [CH:1]1([C:6]2([CH2:14][CH2:15][C:16]3[CH:21]=[CH:20][C:19]([CH2:22][C:23]#[N:24])=[C:18]([CH2:25][CH3:26])[CH:17]=3)[CH2:11][C:10]([OH:12])=[C:9]([CH2:38][C:36]3[N:37]=[C:30]4[N:29]=[C:28]([CH3:27])[CH:33]=[C:32]([CH3:34])[N:31]4[N:35]=3)[C:8](=[O:13])[O:7]2)[CH2:5][CH2:4][CH2:3][CH2:2]1. Reactant: [CH:1]1([C:6]2([CH2:14][CH2:15][C:16]3[CH:21]=[CH:20][C:19]([CH2:22][C:23]#[N:24])=[C:18]([CH2:25][CH3:26])[CH:17]=3)[CH2:11][C:10](=[O:12])[CH2:9][C:8](=[O:13])[O:7]2)[CH2:5][CH2:4][CH2:3][CH2:2]1.[CH3:27][C:28]1[CH:33]=[C:32]([CH3:34])[N:31]2[N:35]=[C:36]([CH:38]=O)[N:37]=[C:30]2[N:29]=1. (7) Reactant: [C:1]([Br:5])(Br)(Br)[Br:2].C1(P(C2C=CC=CC=2)C2C=CC=CC=2)C=CC=CC=1.[C:25]([O:29][C:30]([N:32]1[CH2:37][CH2:36][CH:35]([CH:38]=O)[CH2:34][CH2:33]1)=[O:31])([CH3:28])([CH3:27])[CH3:26].CCOCC. Product: [C:25]([O:29][C:30]([N:32]1[CH2:37][CH2:36][CH:35]([CH:38]=[C:1]([Br:5])[Br:2])[CH2:34][CH2:33]1)=[O:31])([CH3:28])([CH3:26])[CH3:27]. The catalyst class is: 2. (8) Reactant: Br[C:2]1[CH:3]=[N:4][CH:5]=[C:6]([Br:8])[CH:7]=1.N1CCC[C@H]1C(O)=O.[NH:17]1[CH:21]=[CH:20][N:19]=[CH:18]1.C(O[K])(C)=O. Product: [Br:8][C:6]1[CH:5]=[N:4][CH:3]=[C:2]([N:17]2[CH:21]=[CH:20][N:19]=[CH:18]2)[CH:7]=1. The catalyst class is: 122. (9) Reactant: CS(O[CH:6]1[CH2:9][N:8]([C:10]2[S:11][CH:12]=[C:13]([C:15]([N:17]3[CH2:20][CH:19]([NH:21][C:22]([O:24][CH2:25][C:26]4[CH:31]=[CH:30][C:29]([N+:32]([O-:34])=[O:33])=[CH:28][CH:27]=4)=[O:23])[CH2:18]3)=[O:16])[N:14]=2)[CH2:7]1)(=O)=O.[C:35]([O-:38])(=[S:37])[CH3:36].[K+]. Product: [C:35]([S:37][CH:6]1[CH2:7][N:8]([C:10]2[S:11][CH:12]=[C:13]([C:15]([N:17]3[CH2:18][CH:19]([NH:21][C:22]([O:24][CH2:25][C:26]4[CH:27]=[CH:28][C:29]([N+:32]([O-:34])=[O:33])=[CH:30][CH:31]=4)=[O:23])[CH2:20]3)=[O:16])[N:14]=2)[CH2:9]1)(=[O:38])[CH3:36]. The catalyst class is: 9.